Dataset: Peptide-MHC class I binding affinity with 185,985 pairs from IEDB/IMGT. Task: Regression. Given a peptide amino acid sequence and an MHC pseudo amino acid sequence, predict their binding affinity value. This is MHC class I binding data. (1) The peptide sequence is GQYKGAGSVF. The MHC is HLA-A29:02 with pseudo-sequence HLA-A29:02. The binding affinity (normalized) is 0.208. (2) The peptide sequence is KRKMARTAR. The MHC is HLA-B27:05 with pseudo-sequence HLA-B27:05. The binding affinity (normalized) is 0.300. (3) The peptide sequence is DRIYSFPDP. The MHC is Mamu-B03 with pseudo-sequence Mamu-B03. The binding affinity (normalized) is 0. (4) The peptide sequence is VPLRPMTY. The MHC is HLA-A01:01 with pseudo-sequence HLA-A01:01. The binding affinity (normalized) is 0. (5) The peptide sequence is ILSPFLPLL. The MHC is HLA-A02:06 with pseudo-sequence HLA-A02:06. The binding affinity (normalized) is 0.960. (6) The peptide sequence is SIFFDYMAI. The MHC is HLA-A03:01 with pseudo-sequence HLA-A03:01. The binding affinity (normalized) is 0.213. (7) The peptide sequence is NPIVLHNGM. The MHC is HLA-B51:01 with pseudo-sequence HLA-B51:01. The binding affinity (normalized) is 0.0399.